Predict which catalyst facilitates the given reaction. From a dataset of Catalyst prediction with 721,799 reactions and 888 catalyst types from USPTO. (1) Reactant: C(Cl)(=O)C(Cl)=O.[CH2:7]([C:11]1[NH:15][N:14]=[C:13]([C:16](O)=[O:17])[C:12]=1[N+:19]([O-:21])=[O:20])[CH2:8][CH2:9][CH3:10].C[N:23](C)C=O. Product: [CH2:7]([C:11]1[NH:15][N:14]=[C:13]([C:16]([NH2:23])=[O:17])[C:12]=1[N+:19]([O-:21])=[O:20])[CH2:8][CH2:9][CH3:10]. The catalyst class is: 4. (2) Reactant: P(Br)(Br)Br.CN([CH:8]=[O:9])C.[CH3:10][N:11]([CH3:25])[C:12]([C:14]1[NH:15][C:16]2[C:21]([CH:22]=1)=[CH:20][C:19]([O:23][CH3:24])=[CH:18][CH:17]=2)=[O:13].C([O-])(O)=O.[Na+]. Product: [CH3:10][N:11]([CH3:25])[C:12]([C:14]1[NH:15][C:16]2[C:21]([C:22]=1[CH:8]=[O:9])=[CH:20][C:19]([O:23][CH3:24])=[CH:18][CH:17]=2)=[O:13]. The catalyst class is: 2. (3) Reactant: [F:1][C:2]1([F:8])[CH2:4][CH:3]1[C:5](O)=[O:6].C1C=CC2N(O)N=NC=2C=1.C(Cl)CCl.C(=O)(O)[O-].[Na+].[NH:28]1[C:32]2[CH:33]=[CH:34][CH:35]=[CH:36][C:31]=2[N:30]=[C:29]1[C:37]1[C:45]2[C:40](=[CH:41][CH:42]=[C:43]([NH2:46])[CH:44]=2)[N:39]([CH:47]2[CH2:52][CH2:51][CH2:50][CH2:49][O:48]2)[N:38]=1. Product: [NH:30]1[C:31]2[CH:36]=[CH:35][CH:34]=[CH:33][C:32]=2[N:28]=[C:29]1[C:37]1[C:45]2[C:40](=[CH:41][CH:42]=[C:43]([NH:46][C:5]([CH:3]3[CH2:4][C:2]3([F:8])[F:1])=[O:6])[CH:44]=2)[N:39]([CH:47]2[CH2:52][CH2:51][CH2:50][CH2:49][O:48]2)[N:38]=1. The catalyst class is: 3. (4) Reactant: [NH2:1][C:2]1[CH:3]=[C:4]([OH:8])[CH:5]=[CH:6][CH:7]=1.[F:9][C:10]([F:21])([F:20])[C:11](O[C:11](=[O:12])[C:10]([F:21])([F:20])[F:9])=[O:12]. Product: [F:9][C:10]([F:21])([F:20])[C:11]([NH:1][C:2]1[CH:7]=[CH:6][CH:5]=[C:4]([OH:8])[CH:3]=1)=[O:12]. The catalyst class is: 54. (5) Reactant: [Cl:1][C:2]1[N:7]=[CH:6][C:5]2[N:8]=[C:9]([CH2:17][O:18][C:19](=[O:21])[CH3:20])[N:10]([C@H:11]([CH3:16])[C:12]([F:15])([F:14])[F:13])[C:4]=2[CH:3]=1.O.[OH-].[Li+].Cl.C(=O)(O)[O-].[Na+].O1C=C[CH2:34][CH2:33][CH2:32]1.C1(C)C=CC(S(O)(=O)=O)=CC=1. Product: [Cl:1][C:2]1[N:7]=[CH:6][C:5]2[N:8]=[C:9]([CH2:17][O:18][CH:19]3[CH2:20][CH2:34][CH2:33][CH2:32][O:21]3)[N:10]([C@H:11]([CH3:16])[C:12]([F:14])([F:15])[F:13])[C:4]=2[CH:3]=1. The catalyst class is: 24. (6) Reactant: Cl.[NH:2]1[CH2:7][CH2:6][C:5](=O)[CH2:4][CH2:3]1.Cl.[CH3:10][O:11][NH2:12]. Product: [CH3:10][O:11][N:12]=[C:5]1[CH2:6][CH2:7][NH:2][CH2:3][CH2:4]1. The catalyst class is: 5.